Dataset: Full USPTO retrosynthesis dataset with 1.9M reactions from patents (1976-2016). Task: Predict the reactants needed to synthesize the given product. Given the product [CH2:4]1[C:5]2[C:10](=[CH:9][CH:8]=[CH:7][CH:6]=2)[CH2:11][C:3]1=[O:12], predict the reactants needed to synthesize it. The reactants are: C([C:3]1([OH:12])[CH2:11][C:10]2[C:5](=[CH:6][CH:7]=[CH:8][CH:9]=2)[CH2:4]1)=C.O=[O+][O-].O=O.OS([O-])=O.[Na+].S(=O)(O)[O-].